Task: Regression. Given a target protein amino acid sequence and a drug SMILES string, predict the binding affinity score between them. We predict KIBA score (integrated kinase binding score). Dataset: kiba.. Dataset: Kinase inhibitor bioactivity data combining Ki, Kd, and IC50 measurements (1) The small molecule is CC(C)c1nnc2ccc(-c3ocnc3-c3ccccc3)cn12. The target protein (Q9UGJ0) has sequence MGSAVMDTKKKKDVSSPGGSGGKKNASQKRRSLRVHIPDLSSFAMPLLDGDLEGSGKHSSRKVDSPFGPGSPSKGFFSRGPQPRPSSPMSAPVRPKTSPGSPKTVFPFSYQESPPRSPRRMSFSGIFRSSSKESSPNSNPATSPGGIRFFSRSRKTSGLSSSPSTPTQVTKQHTFPLESYKHEPERLENRIYASSSPPDTGQRFCPSSFQSPTRPPLASPTHYAPSKAAALAAALGPAEAGMLEKLEFEDEAVEDSESGVYMRFMRSHKCYDIVPTSSKLVVFDTTLQVKKAFFALVANGVRAAPLWESKKQSFVGMLTITDFINILHRYYKSPMVQIYELEEHKIETWRELYLQETFKPLVNISPDASLFDAVYSLIKNKIHRLPVIDPISGNALYILTHKRILKFLQLFMSDMPKPAFMKQNLDELGIGTYHNIAFIHPDTPIIKALNIFVERRISALPVVDESGKVVDIYSKFDVINLAAEKTYNNLDITVTQALQH.... The KIBA score is 11.1. (2) The drug is CN(CCC#N)C(=O)c1cccc(-n2nc(C(C)(C)C)cc2NC(=O)Nc2cccc3ccccc23)c1. The target protein (Q04912) has sequence MELLPPLPQSFLLLLLLPAKPAAGEDWQCPRTPYAASRDFDVKYVVPSFSAGGLVQAMVTYEGDRNESAVFVAIRNRLHVLGPDLKSVQSLATGPAGDPGCQTCAACGPGPHGPPGDTDTKVLVLDPALPALVSCGSSLQGRCFLHDLEPQGTAVHLAAPACLFSAHHNRPDDCPDCVASPLGTRVTVVEQGQASYFYVASSLDAAVAASFSPRSVSIRRLKADASGFAPGFVALSVLPKHLVSYSIEYVHSFHTGAFVYFLTVQPASVTDDPSALHTRLARLSATEPELGDYRELVLDCRFAPKRRRRGAPEGGQPYPVLRVAHSAPVGAQLATELSIAEGQEVLFGVFVTGKDGGPGVGPNSVVCAFPIDLLDTLIDEGVERCCESPVHPGLRRGLDFFQSPSFCPNPPGLEALSPNTSCRHFPLLVSSSFSRVDLFNGLLGPVQVTALYVTRLDNVTVAHMGTMDGRILQVELVRSLNYLLYVSNFSLGDSGQPVQR.... The KIBA score is 11.5. (3) The target protein (Q9HBH9) has sequence MVQKKPAELQGFHRSFKGQNPFELAFSLDQPDHGDSDFGLQCSARPDMPASQPIDIPDAKKRGKKKKRGRATDSFSGRFEDVYQLQEDVLGEGAHARVQTCINLITSQEYAVKIIEKQPGHIRSRVFREVEMLYQCQGHRNVLELIEFFEEEDRFYLVFEKMRGGSILSHIHKRRHFNELEASVVVQDVASALDFLHNKGIAHRDLKPENILCEHPNQVSPVKICDFDLGSGIKLNGDCSPISTPELLTPCGSAEYMAPEVVEAFSEEASIYDKRCDLWSLGVILYILLSGYPPFVGRCGSDCGWDRGEACPACQNMLFESIQEGKYEFPDKDWAHISCAAKDLISKLLVRDAKQRLSAAQVLQHPWVQGCAPENTLPTPMVLQRNSCAKDLTSFAAEAIAMNRQLAQHDEDLAEEEAAGQGQPVLVRATSRCLQLSPPSQSKLAQRRQRASLSSAPVVLVGDHA. The drug is Nc1noc2cccc(-c3cccc(O)c3)c12. The KIBA score is 12.1. (4) The drug is Cc1cccc(Nc2nccc(Nc3c(NC(C)C(C)(C)C)c(=O)c3=O)n2)c1. The target protein (Q00535) has sequence MQKYEKLEKIGEGTYGTVFKAKNRETHEIVALKRVRLDDDDEGVPSSALREICLLKELKHKNIVRLHDVLHSDKKLTLVFEFCDQDLKKYFDSCNGDLDPEIVKSFLFQLLKGLGFCHSRNVLHRDLKPQNLLINRNGELKLADFGLARAFGIPVRCYSAEVVTLWYRPPDVLFGAKLYSTSIDMWSAGCIFAELANAGRPLFPGNDVDDQLKRIFRLLGTPTEEQWPSMTKLPDYKPYPMYPATTSLVNVVPKLNATGRDLLQNLLKCNPVQRISAEEALQHPYFSDFCPP. The KIBA score is 12.0. (5) The drug is COc1ccc(C(=O)Nc2n[nH]c3ccc(-c4cn(Cc5ccccc5)nn4)cc23)cc1OC. The target protein (Q13557) has sequence MASTTTCTRFTDEYQLFEELGKGAFSVVRRCMKIPTGQEYAAKIINTKKLSARDHQKLEREARICRLLKHPNIVRLHDSISEEGFHYLVFDLVTGGELFEDIVAREYYSEADASHCIQQILESVNHCHLNGIVHRDLKPENLLLASKSKGAAVKLADFGLAIEVQGDQQAWFGFAGTPGYLSPEVLRKDPYGKPVDMWACGVILYILLVGYPPFWDEDQHRLYQQIKAGAYDFPSPEWDTVTPEAKDLINKMLTINPAKRITASEALKHPWICQRSTVASMMHRQETVDCLKKFNARRKLKGAILTTMLATRNFSAAKSLLKKPDGVKESTESSNTTIEDEDVKARKQEIIKVTEQLIEAINNGDFEAYTKICDPGLTAFEPEALGNLVEGMDFHRFYFENALSKSNKPIHTIILNPHVHLVGDDAACIAYIRLTQYMDGSGMPKTMQSEETRVWHRRDGKWQNVHFHRSGSPTVPIKPPCIPNGKENFSGGTSLWQNI. The KIBA score is 12.2. (6) The small molecule is CN1CCN(c2ccc(-c3cnc4c(c3)N(Cc3cc(Cl)ccc3C(F)(F)F)CCN4)cn2)CC1. The target protein (Q13131) has sequence MRRLSSWRKMATAEKQKHDGRVKIGHYILGDTLGVGTFGKVKVGKHELTGHKVAVKILNRQKIRSLDVVGKIRREIQNLKLFRHPHIIKLYQVISTPSDIFMVMEYVSGGELFDYICKNGRLDEKESRRLFQQILSGVDYCHRHMVVHRDLKPENVLLDAHMNAKIADFGLSNMMSDGEFLRTSCGSPNYAAPEVISGRLYAGPEVDIWSSGVILYALLCGTLPFDDDHVPTLFKKICDGIFYTPQYLNPSVISLLKHMLQVDPMKRATIKDIREHEWFKQDLPKYLFPEDPSYSSTMIDDEALKEVCEKFECSEEEVLSCLYNRNHQDPLAVAYHLIIDNRRIMNEAKDFYLATSPPDSFLDDHHLTRPHPERVPFLVAETPRARHTLDELNPQKSKHQGVRKAKWHLGIRSQSRPNDIMAEVCRAIKQLDYEWKVVNPYYLRVRRKNPVTSTYSKMSLQLYQVDSRTYLLDFRSIDDEITEAKSGTATPQRSGSVSNY.... The KIBA score is 12.2. (7) The compound is NCCNc1cc(-c2c[nH]c3ncccc23)cc(Cl)n1. The target protein (P49336) has sequence MDYDFKVKLSSERERVEDLFEYEGCKVGRGTYGHVYKAKRKDGKDDKDYALKQIEGTGISMSACREIALLRELKHPNVISLQKVFLSHADRKVWLLFDYAEHDLWHIIKFHRASKANKKPVQLPRGMVKSLLYQILDGIHYLHANWVLHRDLKPANILVMGEGPERGRVKIADMGFARLFNSPLKPLADLDPVVVTFWYRAPELLLGARHYTKAIDIWAIGCIFAELLTSEPIFHCRQEDIKTSNPYHHDQLDRIFNVMGFPADKDWEDIKKMPEHSTLMKDFRRNTYTNCSLIKYMEKHKVKPDSKAFHLLQKLLTMDPIKRITSEQAMQDPYFLEDPLPTSDVFAGCQIPYPKREFLTEEEPDDKGDKKNQQQQQGNNHTNGTGHPGNQDSSHTQGPPLKKVRVVPPTTTSGGLIMTSDYQRSNPHAAYPNPGPSTSQPQSSMGYSATSQQPPQYSHQTHRY. The KIBA score is 13.8. (8) The compound is CCN(C)C1CC2OC(C)(C1OC)n1c3ccccc3c3c4c(c5c6ccccc6n2c5c31)C(=O)NC4. The target protein (O94806) has sequence MSANNSPPSAQKSVLPTAIPAVLPAASPCSSPKTGLSARLSNGSFSAPSLTNSRGSVHTVSFLLQIGLTRESVTIEAQELSLSAVKDLVCSIVYQKFPECGFFGMYDKILLFRHDMNSENILQLITSADEIHEGDLVEVVLSALATVEDFQIRPHTLYVHSYKAPTFCDYCGEMLWGLVRQGLKCEGCGLNYHKRCAFKIPNNCSGVRKRRLSNVSLPGPGLSVPRPLQPEYVALPSEESHVHQEPSKRIPSWSGRPIWMEKMVMCRVKVPHTFAVHSYTRPTICQYCKRLLKGLFRQGMQCKDCKFNCHKRCASKVPRDCLGEVTFNGEPSSLGTDTDIPMDIDNNDINSDSSRGLDDTEEPSPPEDKMFFLDPSDLDVERDEEAVKTISPSTSNNIPLMRVVQSIKHTKRKSSTMVKEGWMVHYTSRDNLRKRHYWRLDSKCLTLFQNESGSKYYKEIPLSEILRISSPRDFTNISQGSNPHCFEIITDTMVYFVGEN.... The KIBA score is 13.1. (9) The small molecule is Cc1cccc(NC(=O)Nc2ccc(-c3csc4c(C#Cc5cccnc5)cnc(N)c34)cc2)c1. The target protein (P05129) has sequence MAGLGPGVGDSEGGPRPLFCRKGALRQKVVHEVKSHKFTARFFKQPTFCSHCTDFIWGIGKQGLQCQVCSFVVHRRCHEFVTFECPGAGKGPQTDDPRNKHKFRLHSYSSPTFCDHCGSLLYGLVHQGMKCSCCEMNVHRRCVRSVPSLCGVDHTERRGRLQLEIRAPTADEIHVTVGEARNLIPMDPNGLSDPYVKLKLIPDPRNLTKQKTRTVKATLNPVWNETFVFNLKPGDVERRLSVEVWDWDRTSRNDFMGAMSFGVSELLKAPVDGWYKLLNQEEGEYYNVPVADADNCSLLQKFEACNYPLELYERVRMGPSSSPIPSPSPSPTDPKRCFFGASPGRLHISDFSFLMVLGKGSFGKVMLAERRGSDELYAIKILKKDVIVQDDDVDCTLVEKRVLALGGRGPGGRPHFLTQLHSTFQTPDRLYFVMEYVTGGDLMYHIQQLGKFKEPHAAFYAAEIAIGLFFLHNQGIIYRDLKLDNVMLDAEGHIKITDFG.... The KIBA score is 11.2.